Dataset: Reaction yield outcomes from USPTO patents with 853,638 reactions. Task: Predict the reaction yield, written as a fraction of the theoretical maximum amount of product (1.0 means a 100% yield; for example, 0.34 means a 34% yield). (1) The reactants are [Cl:1][C:2]1[C:11]([O:12][CH2:13][C:14]2[CH:19]=[CH:18][C:17]([O:20][CH3:21])=[CH:16][CH:15]=2)=[C:10]([O:22][CH2:23][C:24]2[CH:29]=[CH:28][C:27]([O:30][CH3:31])=[CH:26][CH:25]=2)[CH:9]=[C:8]2[C:3]=1[CH2:4][CH2:5][NH:6][C:7]2=[O:32].[H-].[Na+].Cl[CH2:36][CH2:37][N:38]1[CH2:42][CH2:41][CH2:40][CH2:39]1.CC[NH+](CC)CC.CC[NH+](CC)CC.C([O-])([O-])=O. The catalyst is CN(C)C=O.ClCCl. The product is [Cl:1][C:2]1[C:11]([O:12][CH2:13][C:14]2[CH:15]=[CH:16][C:17]([O:20][CH3:21])=[CH:18][CH:19]=2)=[C:10]([O:22][CH2:23][C:24]2[CH:25]=[CH:26][C:27]([O:30][CH3:31])=[CH:28][CH:29]=2)[CH:9]=[C:8]2[C:3]=1[CH2:4][CH2:5][N:6]([CH2:36][CH2:37][N:38]1[CH2:42][CH2:41][CH2:40][CH2:39]1)[C:7]2=[O:32]. The yield is 0.340. (2) The reactants are [NH:1]1[C@H:15]2[C@H:5]([CH2:6][CH2:7][CH2:8][C:9]3[C:10]2=[N:11][CH:12]=[CH:13][CH:14]=3)[CH2:4][CH2:3][CH2:2]1.C(=O)([O-])[O-].[K+].[K+].Cl[CH2:23][C:24]1[N:25]=[C:26]2[CH:31]=[CH:30][CH:29]=[C:28]([F:32])[N:27]2[CH:33]=1.[I-].[K+]. The catalyst is C(#N)C. The product is [F:32][C:28]1[N:27]2[CH:33]=[C:24]([CH2:23][N:11]3[C@H:10]4[C@H:9]([CH2:8][CH2:7][CH2:6][C:5]5[C:15]4=[N:1][CH:2]=[CH:3][CH:4]=5)[CH2:14][CH2:13][CH2:12]3)[N:25]=[C:26]2[CH:31]=[CH:30][CH:29]=1. The yield is 0.500. (3) The reactants are ClC1C=C(SC2C3C(=CC(C)=CC=3)[NH:12]C=2CCC(N)=O)C=C(Cl)C=1.[Cl:25][C:26]1[CH:27]=[C:28]([S:33][C:34]2[C:42]3[C:37](=[CH:38][C:39]([CH3:43])=[CH:40][CH:41]=3)[NH:36][C:35]=2[CH2:44][CH2:45][CH2:46][C:47]([OH:49])=O)[CH:29]=[C:30]([Cl:32])[CH:31]=1.C(Cl)(=O)C(Cl)=O.N. No catalyst specified. The product is [Cl:32][C:30]1[CH:29]=[C:28]([S:33][C:34]2[C:42]3[C:37](=[CH:38][C:39]([CH3:43])=[CH:40][CH:41]=3)[NH:36][C:35]=2[CH2:44][CH2:45][CH2:46][C:47]([NH2:12])=[O:49])[CH:27]=[C:26]([Cl:25])[CH:31]=1. The yield is 0.170. (4) The reactants are N([O-])=O.[Na+].N[C:6]1[CH:11]=[C:10]([Cl:12])[CH:9]=[CH:8][C:7]=1[O:13][CH3:14].[F:15][C:16]([F:30])([F:29])[C:17]1[CH:18]=[C:19]([CH:22]=[C:23]([C:25]([F:28])([F:27])[F:26])[CH:24]=1)[CH:20]=[CH2:21]. The catalyst is O.[H+].[B-](F)(F)(F)F.CO.C(OCC)(=O)C. The product is [Cl:12][C:10]1[CH:9]=[CH:8][C:7]([O:13][CH3:14])=[C:6]([CH:11]=1)[CH:21]=[CH:20][C:19]1[CH:22]=[C:23]([C:25]([F:26])([F:28])[F:27])[CH:24]=[C:17]([C:16]([F:15])([F:29])[F:30])[CH:18]=1. The yield is 0.333.